From a dataset of Reaction yield outcomes from USPTO patents with 853,638 reactions. Predict the reaction yield, written as a fraction of the theoretical maximum amount of product (1.0 means a 100% yield; for example, 0.34 means a 34% yield). (1) The reactants are [Cl:1][C:2]1[C:11]([C:12]([OH:14])=O)=[N:10][C:9]2[NH:8][C:7](=[O:15])[CH2:6][S:5][C:4]=2[CH:3]=1.[CH3:16][O:17][C:18]1[CH:27]=[C:26]2[C:21]([N:22]=[CH:23][C:24]([S:28][CH2:29][CH2:30][N:31]3[CH2:36][CH2:35][CH:34]([NH2:37])[CH2:33][CH2:32]3)=[N:25]2)=[CH:20][CH:19]=1. No catalyst specified. The product is [CH3:16][O:17][C:18]1[CH:27]=[C:26]2[C:21]([N:22]=[CH:23][C:24]([S:28][CH2:29][CH2:30][N:31]3[CH2:32][CH2:33][CH:34]([NH:37][C:12]([C:11]4[C:2]([Cl:1])=[CH:3][C:4]5[S:5][CH2:6][C:7](=[O:15])[NH:8][C:9]=5[N:10]=4)=[O:14])[CH2:35][CH2:36]3)=[N:25]2)=[CH:20][CH:19]=1. The yield is 0.120. (2) The reactants are C[O:2][C:3](=[O:22])[CH2:4][NH:5][C:6]([C:8]1[C:13]([OH:14])=[CH:12][C:11]([C:15]2[CH:20]=[CH:19][CH:18]=[C:17]([Cl:21])[CH:16]=2)=[CH:10][N:9]=1)=[O:7].[OH-].[Na+].Cl. The catalyst is C1COCC1. The product is [Cl:21][C:17]1[CH:16]=[C:15]([C:11]2[CH:12]=[C:13]([OH:14])[C:8]([C:6]([NH:5][CH2:4][C:3]([OH:22])=[O:2])=[O:7])=[N:9][CH:10]=2)[CH:20]=[CH:19][CH:18]=1. The yield is 0.640. (3) The reactants are F[C:2]1[CH:11]=[CH:10][C:5]([C:6]([O:8][CH3:9])=[O:7])=[C:4]([O:12][CH:13]2[CH2:18][CH2:17][N:16]([CH3:19])[CH2:15][CH2:14]2)[CH:3]=1.[NH:20]1[CH2:24][CH2:23][CH2:22][CH2:21]1. No catalyst specified. The product is [CH3:19][N:16]1[CH2:17][CH2:18][CH:13]([O:12][C:4]2[CH:3]=[C:2]([N:20]3[CH2:24][CH2:23][CH2:22][CH2:21]3)[CH:11]=[CH:10][C:5]=2[C:6]([O:8][CH3:9])=[O:7])[CH2:14][CH2:15]1. The yield is 0.930. (4) The reactants are [C:1]([O:5][C:6]([N:8]1[CH2:11][CH:10](OS(C)(=O)=O)[CH2:9]1)=[O:7])([CH3:4])([CH3:3])[CH3:2].[N-:17]=[N+:18]=[N-:19].[Na+]. The catalyst is CN(C)C=O. The product is [N:17]([CH:10]1[CH2:11][N:8]([C:6]([O:5][C:1]([CH3:4])([CH3:3])[CH3:2])=[O:7])[CH2:9]1)=[N+:18]=[N-:19]. The yield is 0.930.